Dataset: M1 muscarinic receptor agonist screen with 61,833 compounds. Task: Binary Classification. Given a drug SMILES string, predict its activity (active/inactive) in a high-throughput screening assay against a specified biological target. (1) The drug is O1C(CN(CC1C)c1nc2c(nc1C(C(=O)NC1CCCCC1)C#N)cccc2)C. The result is 1 (active). (2) The molecule is S(c1n(Cc2occc2)c(=O)c2c(n1)cccc2)CC(=O)NCc1occc1. The result is 0 (inactive).